This data is from Catalyst prediction with 721,799 reactions and 888 catalyst types from USPTO. The task is: Predict which catalyst facilitates the given reaction. Reactant: [CH2:1]([O:3][C:4](=[O:21])[CH2:5][C:6]1[C:14]2[C:9]3=[C:10]([O:15][CH2:16][CH2:17][N:8]3[C:7]=1[C:18]([OH:20])=[O:19])[CH:11]=[CH:12][CH:13]=2)[CH3:2].[C:22]([O-])([O-])=O.[K+].[K+].CI. Product: [CH2:1]([O:3][C:4](=[O:21])[CH2:5][C:6]1[C:14]2[C:9]3=[C:10]([O:15][CH2:16][CH2:17][N:8]3[C:7]=1[C:18]([O:20][CH3:22])=[O:19])[CH:11]=[CH:12][CH:13]=2)[CH3:2]. The catalyst class is: 1.